From a dataset of Catalyst prediction with 721,799 reactions and 888 catalyst types from USPTO. Predict which catalyst facilitates the given reaction. (1) Reactant: Cl.[NH2:2][OH:3].C([O-])(=O)C.[Na+].[Cl:9][CH2:10][C:11](=O)[CH2:12][CH2:13][CH2:14][Cl:15]. Product: [Cl:9][CH2:10]/[C:11](=[N:2]\[OH:3])/[CH2:12][CH2:13][CH2:14][Cl:15]. The catalyst class is: 5. (2) Reactant: [Cl:1][C:2]1[CH:3]=[N:4][CH:5]=[C:6]([CH2:8][N+]#[C-])[CH:7]=1.[NH3:11].[CH3:12]O. Product: [Cl:1][C:2]1[CH:7]=[C:6]([CH2:8][CH2:12][NH2:11])[CH:5]=[N:4][CH:3]=1. The catalyst class is: 181. (3) Reactant: [F:1][C@H:2]1[C@@H:7]([O:8][C:9]2[CH:16]=[CH:15][C:14]([C:17]3[N:22]=[C:21]([NH:23][C:24]4[CH:29]=[CH:28][C:27]([N:30]5[CH2:35][CH2:34][N:33]([CH:36]6[CH2:41][CH2:40][O:39][CH2:38][CH2:37]6)[CH2:32][CH2:31]5)=[CH:26][CH:25]=4)[N:20]=[CH:19][N:18]=3)=[CH:13][C:10]=2[C:11]#[N:12])[CH2:6][CH2:5][NH:4][CH2:3]1.C(N(CC)C(C)C)(C)C.CN(C(ON1N=NC2C=CC=NC1=2)=[N+](C)C)C.F[P-](F)(F)(F)(F)F.[C:75](O)(=[O:78])[CH2:76][OH:77]. Product: [F:1][C@H:2]1[C@@H:7]([O:8][C:9]2[CH:16]=[CH:15][C:14]([C:17]3[N:22]=[C:21]([NH:23][C:24]4[CH:29]=[CH:28][C:27]([N:30]5[CH2:31][CH2:32][N:33]([CH:36]6[CH2:41][CH2:40][O:39][CH2:38][CH2:37]6)[CH2:34][CH2:35]5)=[CH:26][CH:25]=4)[N:20]=[CH:19][N:18]=3)=[CH:13][C:10]=2[C:11]#[N:12])[CH2:6][CH2:5][N:4]([C:76](=[O:77])[CH2:75][OH:78])[CH2:3]1. The catalyst class is: 46. (4) Reactant: [Cl:1][C:2]1[CH:3]=[C:4]([C:9]2([C:16]([F:19])([F:18])[F:17])[O:13][N:12]=[C:11]([CH:14]=O)[CH2:10]2)[CH:5]=[C:6]([Cl:8])[CH:7]=1.[NH2:20][OH:21]. Product: [Cl:1][C:2]1[CH:3]=[C:4]([C:9]2([C:16]([F:19])([F:18])[F:17])[O:13][N:12]=[C:11]([CH:14]=[N:20][OH:21])[CH2:10]2)[CH:5]=[C:6]([Cl:8])[CH:7]=1. The catalyst class is: 88. (5) Reactant: Br[C:2]1[CH:7]=[CH:6][C:5]([N:8]2[CH2:13][CH2:12][NH:11][CH2:10][CH2:9]2)=[C:4]([F:14])[CH:3]=1.CC([O-])=O.[K+].[CH3:20][C:21]1([CH3:37])[C:25]([CH3:27])([CH3:26])[O:24][B:23]([B:23]2[O:24][C:25]([CH3:27])([CH3:26])[C:21]([CH3:37])([CH3:20])[O:22]2)[O:22]1. Product: [F:14][C:4]1[CH:3]=[C:2]([B:23]2[O:24][C:25]([CH3:27])([CH3:26])[C:21]([CH3:37])([CH3:20])[O:22]2)[CH:7]=[CH:6][C:5]=1[N:8]1[CH2:13][CH2:12][NH:11][CH2:10][CH2:9]1. The catalyst class is: 75. (6) Reactant: [CH2:1]([C:3]1[N:4]([C:28]2[CH:33]=[CH:32][C:31]([OH:34])=[CH:30][CH:29]=2)[C:5](=[O:27])[C:6]([CH2:12][C:13]2[CH:18]=[CH:17][C:16]([C:19]3[C:20]([C:25]#[N:26])=[CH:21][CH:22]=[CH:23][CH:24]=3)=[CH:15][CH:14]=2)=[C:7]([CH2:9][CH2:10][CH3:11])[N:8]=1)[CH3:2].[Si:35]([O:42][C:43]([C@@H:46]1[CH2:51][CH2:50][C@H:49](O)[CH2:48][CH2:47]1)([CH3:45])[CH3:44])([C:38]([CH3:41])([CH3:40])[CH3:39])([CH3:37])[CH3:36].C1(P(C2C=CC=CC=2)C2C=CC=CC=2)C=CC=CC=1.N(C(OC(C)C)=O)=NC(OC(C)C)=O. Product: [Si:35]([O:42][C:43]([C@H:46]1[CH2:47][CH2:48][C@H:49]([O:34][C:31]2[CH:32]=[CH:33][C:28]([N:4]3[C:5](=[O:27])[C:6]([CH2:12][C:13]4[CH:18]=[CH:17][C:16]([C:19]5[C:20]([C:25]#[N:26])=[CH:21][CH:22]=[CH:23][CH:24]=5)=[CH:15][CH:14]=4)=[C:7]([CH2:9][CH2:10][CH3:11])[N:8]=[C:3]3[CH2:1][CH3:2])=[CH:29][CH:30]=2)[CH2:50][CH2:51]1)([CH3:45])[CH3:44])([C:38]([CH3:39])([CH3:40])[CH3:41])([CH3:37])[CH3:36]. The catalyst class is: 253. (7) The catalyst class is: 440. Reactant: C(OC([N:8]1[CH2:13][CH2:12][N:11]([C:14]2[S:15][C:16]([C:19](=[O:22])[CH2:20][CH3:21])=[CH:17][N:18]=2)[CH2:10][CH2:9]1)=O)(C)(C)C.[ClH:23]. Product: [ClH:23].[N:11]1([C:14]2[S:15][C:16]([C:19](=[O:22])[CH2:20][CH3:21])=[CH:17][N:18]=2)[CH2:12][CH2:13][NH:8][CH2:9][CH2:10]1. (8) Reactant: [NH2:1][CH2:2][C:3]1[CH:4]=[C:5]([NH:16][C:17]([C:19]2([C:22]3[CH:30]=[CH:29][C:25]4[O:26][CH2:27][O:28][C:24]=4[CH:23]=3)[CH2:21][CH2:20]2)=[O:18])[CH:6]=[C:7]2[C:11]=1[NH:10][C:9]([C:12]([CH3:15])([CH3:14])[CH3:13])=[CH:8]2.C(N(CC)CC)C.[C:38](Cl)(=[O:40])[CH3:39]. Product: [C:38]([NH:1][CH2:2][C:3]1[CH:4]=[C:5]([NH:16][C:17]([C:19]2([C:22]3[CH:30]=[CH:29][C:25]4[O:26][CH2:27][O:28][C:24]=4[CH:23]=3)[CH2:20][CH2:21]2)=[O:18])[CH:6]=[C:7]2[C:11]=1[NH:10][C:9]([C:12]([CH3:15])([CH3:14])[CH3:13])=[CH:8]2)(=[O:40])[CH3:39]. The catalyst class is: 3. (9) Reactant: [Cl:1][C:2]1[CH:7]=[CH:6][CH:5]=[C:4]([F:8])[C:3]=1[NH:9][C:10]1[NH:11][C:12]2[C:18]3[CH2:19][C:20]([CH3:23])([CH3:22])[O:21][C:17]=3[C:16]([C:24]([NH:26][C:27]3[CH:32]=[CH:31][C:30]([C:33]([F:36])([F:35])[F:34])=[CH:29][CH:28]=3)=[O:25])=[CH:15][C:13]=2[N:14]=1.[C:37]([OH:44])(=[O:43])[CH2:38][CH2:39][C:40]([OH:42])=[O:41]. Product: [C:37]([OH:44])(=[O:43])[CH2:38][CH2:39][C:40]([OH:42])=[O:41].[Cl:1][C:2]1[CH:7]=[CH:6][CH:5]=[C:4]([F:8])[C:3]=1[NH:9][C:10]1[NH:11][C:12]2[C:18]3[CH2:19][C:20]([CH3:22])([CH3:23])[O:21][C:17]=3[C:16]([C:24]([NH:26][C:27]3[CH:28]=[CH:29][C:30]([C:33]([F:35])([F:36])[F:34])=[CH:31][CH:32]=3)=[O:25])=[CH:15][C:13]=2[N:14]=1. The catalyst class is: 21. (10) Reactant: C[O:2][C:3]1[CH:8]=[CH:7][CH:6]=[C:5]([C:9]([CH2:12][CH3:13])([CH3:11])[CH3:10])[CH:4]=1.B(Br)(Br)Br. Product: [C:9]([C:5]1[CH:4]=[C:3]([OH:2])[CH:8]=[CH:7][CH:6]=1)([CH2:12][CH3:13])([CH3:10])[CH3:11]. The catalyst class is: 2.